This data is from Catalyst prediction with 721,799 reactions and 888 catalyst types from USPTO. The task is: Predict which catalyst facilitates the given reaction. Reactant: [F:1][C:2]1[CH:7]=[CH:6][C:5]([F:8])=[CH:4][C:3]=1[C@H:9]1[CH2:13][CH2:12][CH2:11][N:10]1[C:14]1[CH:19]=[CH:18][N:17]2[N:20]=[CH:21][C:22]([NH2:23])=[C:16]2[N:15]=1.[CH3:24][O:25][C:26]([C:28]1([C:31](O)=[O:32])[CH2:30][CH2:29]1)=[O:27].CN(C(ON1N=NC2C=CC=NC1=2)=[N+](C)C)C.F[P-](F)(F)(F)(F)F.CCN(C(C)C)C(C)C. Product: [F:1][C:2]1[CH:7]=[CH:6][C:5]([F:8])=[CH:4][C:3]=1[C@H:9]1[CH2:13][CH2:12][CH2:11][N:10]1[C:14]1[CH:19]=[CH:18][N:17]2[N:20]=[CH:21][C:22]([NH:23][C:31]([C:28]3([C:26]([O:25][CH3:24])=[O:27])[CH2:30][CH2:29]3)=[O:32])=[C:16]2[N:15]=1. The catalyst class is: 329.